Dataset: Peptide-MHC class II binding affinity with 134,281 pairs from IEDB. Task: Regression. Given a peptide amino acid sequence and an MHC pseudo amino acid sequence, predict their binding affinity value. This is MHC class II binding data. (1) The peptide sequence is SQDLENSWNLNGLQAY. The MHC is DRB1_0401 with pseudo-sequence DRB1_0401. The binding affinity (normalized) is 0.199. (2) The peptide sequence is AFKVAATAANGAPAN. The MHC is HLA-DPA10103-DPB10301 with pseudo-sequence HLA-DPA10103-DPB10301. The binding affinity (normalized) is 0.427.